Dataset: Peptide-MHC class I binding affinity with 185,985 pairs from IEDB/IMGT. Task: Regression. Given a peptide amino acid sequence and an MHC pseudo amino acid sequence, predict their binding affinity value. This is MHC class I binding data. (1) The peptide sequence is IIANARIEV. The MHC is HLA-A01:01 with pseudo-sequence HLA-A01:01. The binding affinity (normalized) is 0.0847. (2) The peptide sequence is GTEYRLTLY. The MHC is HLA-A03:01 with pseudo-sequence HLA-A03:01. The binding affinity (normalized) is 0.0847.